Dataset: Forward reaction prediction with 1.9M reactions from USPTO patents (1976-2016). Task: Predict the product of the given reaction. (1) Given the reactants [O:1]=[C:2]1[CH:11]=[CH:10][C:9]2[C:4](=[CH:5][N:6]=[CH:7][CH:8]=2)[N:3]1[CH2:12][CH2:13][CH2:14][C:15]1([C:28]([O:30][CH2:31][CH3:32])=[O:29])[CH2:20][CH2:19][N:18](C(OC(C)(C)C)=O)[CH2:17][CH2:16]1.[ClH:33].C(OCC)(=O)C, predict the reaction product. The product is: [ClH:33].[O:1]=[C:2]1[CH:11]=[CH:10][C:9]2[C:4](=[CH:5][N:6]=[CH:7][CH:8]=2)[N:3]1[CH2:12][CH2:13][CH2:14][C:15]1([C:28]([O:30][CH2:31][CH3:32])=[O:29])[CH2:20][CH2:19][NH:18][CH2:17][CH2:16]1. (2) Given the reactants [Cl:1][C:2]1[CH:3]=[C:4]2[C:10]([C:11]3[N:16]=[C:15](S(C)=O)[C:14]([F:20])=[CH:13][N:12]=3)=[CH:9][N:8]([S:21]([C:24]3[CH:29]=[CH:28][C:27]([CH3:30])=[CH:26][CH:25]=3)(=[O:23])=[O:22])[C:5]2=[N:6][CH:7]=1.[NH2:31][C@H:32]1[CH2:37][CH2:36][CH2:35][C@@H:34]([N:38]2[CH2:42][CH2:41][CH2:40][C:39]2=[O:43])[CH2:33]1.C([O-])([O-])=O.[Na+].[Na+].Cl, predict the reaction product. The product is: [Cl:1][C:2]1[CH:3]=[C:4]2[C:10]([C:11]3[N:16]=[C:15]([NH:31][C@H:32]4[CH2:37][CH2:36][CH2:35][C@@H:34]([N:38]5[CH2:42][CH2:41][CH2:40][C:39]5=[O:43])[CH2:33]4)[C:14]([F:20])=[CH:13][N:12]=3)=[CH:9][N:8]([S:21]([C:24]3[CH:29]=[CH:28][C:27]([CH3:30])=[CH:26][CH:25]=3)(=[O:23])=[O:22])[C:5]2=[N:6][CH:7]=1.